From a dataset of Catalyst prediction with 721,799 reactions and 888 catalyst types from USPTO. Predict which catalyst facilitates the given reaction. (1) Reactant: [CH:1]([C:3]1[C:4]([O:14][CH2:15][C:16]2[CH:41]=[CH:40][C:19]([O:20][CH2:21][C:22]3[N:23]=[C:24]([C:28]4[CH:33]=[CH:32][C:31]([CH2:34][C:35]([O:37][CH2:38][CH3:39])=[O:36])=[CH:30][CH:29]=4)[O:25][C:26]=3[CH3:27])=[C:18]([O:42][CH3:43])[CH:17]=2)=[N:5][N:6]([C:8]2[CH:13]=[CH:12][CH:11]=[CH:10][CH:9]=2)[CH:7]=1)=O.Cl.[Cl-].[CH2:46]([N:48]1[CH:52]=[C:51]([CH2:53][P+](C2C=CC=CC=2)(C2C=CC=CC=2)C2C=CC=CC=2)[N:50]=[CH:49]1)[CH3:47].C(=O)([O-])[O-].[K+].[K+].CN(C)C=O. Product: [CH2:46]([N:48]1[CH:52]=[C:51](/[CH:53]=[CH:1]/[C:3]2[C:4]([O:14][CH2:15][C:16]3[CH:41]=[CH:40][C:19]([O:20][CH2:21][C:22]4[N:23]=[C:24]([C:28]5[CH:29]=[CH:30][C:31]([CH2:34][C:35]([O:37][CH2:38][CH3:39])=[O:36])=[CH:32][CH:33]=5)[O:25][C:26]=4[CH3:27])=[C:18]([O:42][CH3:43])[CH:17]=3)=[N:5][N:6]([C:8]3[CH:13]=[CH:12][CH:11]=[CH:10][CH:9]=3)[CH:7]=2)[N:50]=[CH:49]1)[CH3:47]. The catalyst class is: 6. (2) Reactant: [NH2:1][C:2]1[CH:7]=[CH:6][C:5]([C:8]2[CH:9]=[C:10]3[C:15](=[CH:16][CH:17]=2)[NH:14][C:13](=[O:18])[CH2:12][CH2:11]3)=[CH:4][CH:3]=1.CO[CH:21]1[CH2:25][CH2:24][CH:23](OC)O1. Product: [N:1]1([C:2]2[CH:3]=[CH:4][C:5]([C:8]3[CH:9]=[C:10]4[C:15](=[CH:16][CH:17]=3)[NH:14][C:13](=[O:18])[CH2:12][CH2:11]4)=[CH:6][CH:7]=2)[C:21]2[C:25](=[CH:7][CH:2]=[CH:3][CH:4]=2)[CH:24]=[CH:23]1. The catalyst class is: 15. (3) Reactant: ClC1C([O:9][C:10]2[CH:17]=[C:16]([O:18][CH2:19][CH2:20][CH2:21][O:22][CH3:23])[CH:15]=[CH:14][C:11]=2[CH:12]=O)=NC=C(Cl)C=1.[CH3:24][O:25][CH2:26][C:27]([O:29][CH3:30])=[O:28].CC(C)([O-])C.[Na+].O. Product: [OH:9][C:10]1[CH:17]=[C:16]([O:18][CH2:19][CH2:20][CH2:21][O:22][CH3:23])[CH:15]=[CH:14][C:11]=1/[CH:12]=[C:26](\[O:25][CH3:24])/[C:27]([O:29][CH3:30])=[O:28]. The catalyst class is: 7. (4) Reactant: C([C:3]1[CH:8]=[C:7]([N+:9]([O-:11])=[O:10])[C:6]([NH:12][C:13](=[O:18])[C:14](F)(F)F)=[C:5]([CH3:19])[CH:4]=1)#N.NC1C=C[C:24]([C:25]#[N:26])=CC=1C.[N+]([O-])([O-])=O.[NH4+].[NH2:35][C:36]1C([N+]([O-])=O)=CC(C#N)=CC=1C.N. Product: [N:26]1([C:3]2[CH:8]=[C:7]([N+:9]([O-:11])=[O:10])[C:6]([NH:12][C:13](=[O:18])[CH3:14])=[C:5]([CH3:19])[CH:4]=2)[CH:25]=[CH:24][N:35]=[CH:36]1. The catalyst class is: 5. (5) Reactant: [N:1]1[CH:6]=[CH:5][C:4]([CH2:7][CH2:8][CH2:9]OS(C)(=O)=O)=[CH:3][CH:2]=1.[CH3:15][S-:16].[Na+]. The catalyst class is: 5. Product: [CH3:15][S:16][CH2:9][CH2:8][CH2:7][C:4]1[CH:3]=[CH:2][N:1]=[CH:6][CH:5]=1. (6) Reactant: [CH3:1][N:2]1[C:10](=[O:11])[C:9]2[NH:8][C:7](=[S:12])[NH:6][C:5]=2[N:4]([CH3:13])[C:3]1=[O:14].C(=O)([O-])[O-].[K+].[K+].Br[CH:22]([CH2:28][CH3:29])[C:23]([O:25][CH2:26][CH3:27])=[O:24]. Product: [CH3:1][N:2]1[C:10](=[O:11])[C:9]2[NH:8][C:7]([S:12][CH:22]([CH2:28][CH3:29])[C:23]([O:25][CH2:26][CH3:27])=[O:24])=[N:6][C:5]=2[N:4]([CH3:13])[C:3]1=[O:14]. The catalyst class is: 3.